Dataset: Full USPTO retrosynthesis dataset with 1.9M reactions from patents (1976-2016). Task: Predict the reactants needed to synthesize the given product. The reactants are: [CH:1]1[C:6]([NH2:7])=[CH:5][CH:4]=[C:3]([OH:8])[CH:2]=1.C(=O)(O)[O-].[Na+].O.[C:15](O[C:15]([O:17][C:18]([CH3:21])([CH3:20])[CH3:19])=[O:16])([O:17][C:18]([CH3:21])([CH3:20])[CH3:19])=[O:16]. Given the product [C:18]([O:17][C:15](=[O:16])[NH:7][C:6]1[CH:5]=[CH:4][C:3]([OH:8])=[CH:2][CH:1]=1)([CH3:21])([CH3:20])[CH3:19], predict the reactants needed to synthesize it.